From a dataset of Peptide-MHC class II binding affinity with 134,281 pairs from IEDB. Regression. Given a peptide amino acid sequence and an MHC pseudo amino acid sequence, predict their binding affinity value. This is MHC class II binding data. (1) The peptide sequence is LVAGPAGSYAADLGY. The MHC is HLA-DQA10501-DQB10301 with pseudo-sequence HLA-DQA10501-DQB10301. The binding affinity (normalized) is 0.818. (2) The peptide sequence is AILIWMYYHGQRHSDEH. The MHC is DRB5_0101 with pseudo-sequence DRB5_0101. The binding affinity (normalized) is 0.655.